From a dataset of Drug-target binding data from BindingDB using IC50 measurements. Regression. Given a target protein amino acid sequence and a drug SMILES string, predict the binding affinity score between them. We predict pIC50 (pIC50 = -log10(IC50 in M); higher means more potent). Dataset: bindingdb_ic50. (1) The drug is Cc1ccc2nc(/C=C/c3ccc(I)cc3)nc(NCCN(C)C)c2c1. The target protein (P17865) has sequence MLEFETNIDGLASIKVIGVGGGGNNAVNRMIENEVQGVEYIAVNTDAQALNLSKAEVKMQIGAKLTRGLGAGANPEVGKKAAEESKEQIEEALKGADMVFVTAGMGGGTGTGAAPVIAQIAKDLGALTVGVVTRPFTFEGRKRQLQAAGGISAMKEAVDTLIVIPNDRILEIVDKNTPMLEAFREADNVLRQGVQGISDLIATPGLINLDFADVKTIMSNKGSALMGIGIATGENRAAEAAKKAISSPLLEAAIDGAQGVLMNITGGTNLSLYEVQEAADIVASASDQDVNMIFGSVINENLKDEIVVTVIATGFIEQEKDVTKPQRPSLNQSIKTHNQSVPKREPKREEPQQQNTVSRHTSQPADDTLDIPTFLRNRNKRG. The pIC50 is 3.9. (2) The small molecule is O=C(C=Cc1ccc(O)cc1)CC(=O)C=Cc1ccc(O)cc1. The target protein (P43071) has sequence MSDSKMSSQDESKLEKAISQDSSSENHSINEYHGFDAHTSENIQNLARTFTHDSFKDDSSAGLLKYLTHMSEVPGVNPYEHEEINNDQLNPDSENFNAKFWVKNLRKLFESDPEYYKPSKLGIGYRNLRAYGVANDSDYQPTVTNALWKLATEGFRHFQKDDDSRYFDILKSMDAIMRPGELTVVLGRPGAGCSTLLKTIAVNTYGFHIGKESQITYDGLSPHDIERHYRGDVIYSAETDVHFPHLSVGDTLEFAARLRTPQNRGEGIDRETYAKHMASVYMATYGLSHTRNTNVGNDFVRGVSGGERKRVSIAEASLSGANIQCWDNATRGLDSATALEFIRALKTSAVILDTTPLIAIYQCSQDAYDLFDKVVVLYEGYQIFFGKATKAKEYFEKMGWKCPQRQTTADFLTSLTNPAEREPLPGYEDKVPRTAQEFETYWKNSPEYAELTKEIDEYFVECERSNTRETYRESHVAKQSNNTRPASPYTVSFFMQVRYG.... The pIC50 is 4.4. (3) The drug is Oc1ccccc1-c1n[nH]c(=S)o1. The target protein (Q8XB35) has sequence MFLAQEIIRKKRDGHALSDEEIRFFINGIRDNTISEGQIAALAMTIFFHDMTMPERVSLTMAMRDSGTVLDWKSLHLNGPIVDKHSTGGVGDVTSLMLGPMVAACGGYIPMISGRGLGHTGGTLDKLESIPGFDIFPDDNRFREIIKDVGVAIIGQTSSLAPADKRFYATRDITATVDSIPLITASILAKKLAEGLDALVMDVKVGSGAFMPTYELSEALAEAIVGVANGAGVRTTALLTDMNQVLASSAGNAVEVREAVQFLTGEYRNPRLFDVTMALCVEMLISGKLAKDDAEARAKLQAVLDNGKAAEVFGRMVAAQKGPTDFVENYAKYLPTAMLTKAVYADTEGFVSEMDTRALGMAVVAMGGGRRQASDTIDYSVGFTDMARLGDQVDGQRPLAVIHAKDENSWQEAAKAVKAAIKLADKAPESTPTVYRRISE. The pIC50 is 4.2. (4) The drug is CCCCCCCCCCCC(=O)Oc1cccc2c1C(=O)C=CC2=O. The target protein (P06526) has sequence MDPLCTASSGPRKKRPRQVGASMASPPHDIKFQNLVLFILEKKMGTTRRNFLMELARRKGFRVENELSDSVTHIVAENNSGSEVLEWLQVQNIRASSQLELLDVSWLIESMGAGKPVEITGKHQLVVRTDYSATPNPGFQKTPPLAVKKISQYACQRKTTLNNYNHIFTDAFEILAENSEFKENEVSYVTFMRAASVLKSLPFTIISMKDTEGIPCLGDKVKCIIEEIIEDGESSEVKAVLNDERYQSFKLFTSVFGVGLKTSEKWFRMGFRSLSKIMSDKTLKFTKMQKAGFLYYEDLVSCVTRAEAEAVGVLVKEAVWAFLPDAFVTMTGGFRRGKKIGHDVDFLITSPGSAEDEEQLLPKVINLWEKKGLLLYYDLVESTFEKFKLPSRQVDTLDHFQKCFLILKLHHQRVDSSKSNQQEGKTWKAIRVDLVMCPYENRAFALLGWTGSRQFERDIRRYATHERKMMLDNHALYDKTKRVFLKAESEEEIFAHLGLD.... The pIC50 is 5.1. (5) The target protein sequence is QAPLHLLDEDYLGQARHMLSKVGMWDFDIFLFDRLTNGNSLVTLLCHLFNTHGLIHHFKLDMVTLHRFLVMVQEDYHSQNPYHNAVHAADVTQAMHCYLKEPKLASFLTPLDIMLGLLAAAAHDVDHPGVNQPFLIKTNHHLANLYQNMSVLENHHWRSTIGMLRESRLLAHLPKEMTQDIEQQLGSLILATDINRQNEFLTRLKAHLHNKDLRLEDAQDRHFMLQIALKCADICNPCRIWEMSKQWSERVCEEFYRQGELEQKFELEISPLCNQQKDSIPSIQIGFMSYIVEPLFREWAHFTGNSTLSENMLGHLAHNKAQWKSLLPRQHRSRGSSGSGPDHDHAGQGTESEEQEGDSP. The small molecule is COc1cc(-c2ccc(=O)[nH]n2)ccc1OC(F)F. The pIC50 is 3.7. (6) The compound is CCc1nc(N)nc(N)c1C#C[C@H](C)c1cc2c(c(-c3ccc(C(=O)O)cc3)c1)OCO2. The target protein sequence is MKVSLIAAMDKNRVIGKENDIPWRIPEDWEYVKNTTKGYPIILGRKNLESIGRALPGRRNIILTRDKGFSFNGCEIVHSIEDVFELCNSEEEIFIFGGEQIYNLFLPYVEKMYITKIHYEFEGDTFFPEVNYEEWNEVSVTQGITNEKNPYTYYFHIYERKAS. The pIC50 is 7.3. (7) The small molecule is CCc1cc(-c2ccc3ncn(C)c(=O)c3c2)n(-c2cccc(C)n2)n1. The target protein (Q64729) has sequence MEAAAAAPRRPQLLIVLVAAATLLPGAKALQCFCHLCTKDNFTCETDGLCFVSVTETTDKVIHNSMCIAEIDLIPRDRPFVCAPSSKTGAVTTTYCCNQDHCNKIELPTTGPFSEKQSAGLGPVELAAVIAGPVCFVCIALMLMVYICHNRTVIHHRVPNEEDPSLDRPFISEGTTLKDLIYDMTTSGSGSGLPLLVQRTIARTIVLQESIGKGRFGEVWRGKWRGEEVAVKIFSSREERSWFREAEIYQTVMLRHENILGFIAADNKDNGTWTQLWLVSDYHEHGSLFDYLNRYTVTVEGMIKLALSTASGLAHLHMEIVGTQGKPAIAHRDLKSKNILVKKNGTCCIADLGLAVRHDSATDTIDIAPNHRVGTKRYMAPEVLDDSINMKHFESFKRADIYAMGLVFWEIARRCSIGGIHEDYQLPYYDLVPSDPSVEEMRKVVCEQKLRPNIPNRWQSCEALRVMAKIMRECWYANGAARLTALRIKKTLSQLSQQEG.... The pIC50 is 6.6. (8) The target protein (P07807) has sequence MAGGKIPIVGIVACLQPEMGIGFRGGLPWRLPSEMKYFRQVTSLTKDPNKKNALIMGRKTWESIPPKFRPLPNRMNVIISRSFKDDFVHDKERSIVQSNSLANAIMNLESNFKEHLERIYVIGGGEVYSQIFSITDHWLITKINPLDKNATPAMDTFLDAKKLEEVFSEQDPAQLKEFLPPKVELPETDCDQRYSLEEKGYCFEFTLYNRK. The compound is Nc1nc(N)c2nc(CNc3ccc(Cl)c(Cl)c3)ccc2n1. The pIC50 is 6.4. (9) The target is CKENALLRYLLDKDD. The pIC50 is 4.5. The small molecule is CCO[C@H](Cc1ccc(OCC(=O)c2cccc(CO)c2)cc1)C(=O)N(C)OC.